This data is from Reaction yield outcomes from USPTO patents with 853,638 reactions. The task is: Predict the reaction yield, written as a fraction of the theoretical maximum amount of product (1.0 means a 100% yield; for example, 0.34 means a 34% yield). (1) The reactants are [CH3:1][S:2]([N:5]1[CH2:13][C:12]2[C:7](=[CH:8][CH:9]=[CH:10][C:11]=2[C:14]2[N:22]3[C:17]([CH:18]=[N:19][C:20](O)=[N:21]3)=[CH:16][CH:15]=2)[CH2:6]1)(=[O:4])=[O:3].C1C=CC(N(S(C(F)(F)F)(=O)=O)S(C(F)(F)F)(=O)=O)=CC=1.C(N(CC)C(C)C)(C)C.CN(C)C=O.[NH2:59][C:60]1[CH:65]=[CH:64][C:63]([CH:66]2[CH2:69][N:68]([CH2:70][C:71]([NH2:73])=[O:72])[CH2:67]2)=[CH:62][CH:61]=1. No catalyst specified. The product is [CH3:1][S:2]([N:5]1[CH2:13][C:12]2[C:7](=[CH:8][CH:9]=[CH:10][C:11]=2[C:14]2[N:22]3[C:17]([CH:18]=[N:19][C:20]([NH:59][C:60]4[CH:65]=[CH:64][C:63]([CH:66]5[CH2:67][N:68]([CH2:70][C:71]([NH2:73])=[O:72])[CH2:69]5)=[CH:62][CH:61]=4)=[N:21]3)=[CH:16][CH:15]=2)[CH2:6]1)(=[O:3])=[O:4]. The yield is 0.0600. (2) The reactants are ClCC1C=CC(C#N)=CC=1.Br[CH2:12][C:13]1[CH:22]=[CH:21][CH:20]=[CH:19][C:14]=1[C:15]([O:17][CH3:18])=[O:16].[CH2:23]([NH:30][C:31]([C:33]1[S:37][C:36]([N:38]2[CH2:42][CH2:41][NH:40][C:39]2=[O:43])=[N:35][C:34]=1[CH3:44])=[O:32])[C:24]1[CH:29]=[CH:28][CH:27]=[CH:26][CH:25]=1. No catalyst specified. The product is [CH2:23]([NH:30][C:31]([C:33]1[S:37][C:36]([N:38]2[CH2:42][CH2:41][N:40]([CH2:12][C:13]3[CH:22]=[CH:21][CH:20]=[CH:19][C:14]=3[C:15]([O:17][CH3:18])=[O:16])[C:39]2=[O:43])=[N:35][C:34]=1[CH3:44])=[O:32])[C:24]1[CH:29]=[CH:28][CH:27]=[CH:26][CH:25]=1. The yield is 0.520. (3) The reactants are [CH3:1][C:2]1([CH3:24])[O:6][C@@H:5]([C:7]([OH:9])=O)[C@@H:4]([CH2:10][S:11]([C:14]2[CH:23]=[CH:22][C:21]3[C:16](=[CH:17][CH:18]=[CH:19][CH:20]=3)[CH:15]=2)(=[O:13])=[O:12])[O:3]1.[N:25]1([CH2:31][C:32]2[CH:33]=[C:34]3[C:39](=[CH:40][CH:41]=2)[C@H:38]([NH2:42])[CH2:37][CH2:36][CH2:35]3)[CH2:30][CH2:29][CH2:28][CH2:27][CH2:26]1.ON1C2C=CC=CC=2N=N1. The catalyst is CN(C=O)C.CCOC(C)=O. The product is [CH3:24][C:2]1([CH3:1])[O:6][C@@H:5]([C:7]([NH:42][C@H:38]2[C:39]3[C:34](=[CH:33][C:32]([CH2:31][N:25]4[CH2:30][CH2:29][CH2:28][CH2:27][CH2:26]4)=[CH:41][CH:40]=3)[CH2:35][CH2:36][CH2:37]2)=[O:9])[C@@H:4]([CH2:10][S:11]([C:14]2[CH:23]=[CH:22][C:21]3[C:16](=[CH:17][CH:18]=[CH:19][CH:20]=3)[CH:15]=2)(=[O:12])=[O:13])[O:3]1. The yield is 0.810. (4) The reactants are [C:1]([C:5]1[CH:23]=[CH:22][C:8]([C:9]([NH:11][C:12]2[N:13]=[C:14]3[CH:19]=[CH:18][C:17](Cl)=[N:16][N:15]3[CH:21]=2)=[O:10])=[CH:7][CH:6]=1)([CH3:4])([CH3:3])[CH3:2].[N:24]1[CH:29]=[CH:28][CH:27]=[C:26](B(O)O)[CH:25]=1.C(=O)([O-])[O-].[K+].[K+]. The catalyst is C1C=CC(P(C2C=CC=CC=2)C2C=CC=CC=2)=CC=1.[Pd].COCCOC. The product is [C:1]([C:5]1[CH:23]=[CH:22][C:8]([C:9]([NH:11][C:12]2[N:13]=[C:14]3[CH:19]=[CH:18][C:17]([C:26]4[CH:25]=[N:24][CH:29]=[CH:28][CH:27]=4)=[N:16][N:15]3[CH:21]=2)=[O:10])=[CH:7][CH:6]=1)([CH3:4])([CH3:3])[CH3:2]. The yield is 0.170. (5) The reactants are [Cl:1][S:2]([OH:5])(=O)=[O:3].[CH3:6][O:7][C:8](=[O:20])[C:9]([C:12]1[CH:17]=[CH:16][CH:15]=[C:14]([O:18][CH3:19])[CH:13]=1)([CH3:11])[CH3:10]. No catalyst specified. The product is [CH3:6][O:7][C:8](=[O:20])[C:9]([C:12]1[CH:17]=[CH:16][C:15]([S:2]([Cl:1])(=[O:5])=[O:3])=[C:14]([O:18][CH3:19])[CH:13]=1)([CH3:11])[CH3:10]. The yield is 0.360. (6) The reactants are [NH:1]([C:3]([O:5][C:6]([CH3:9])([CH3:8])[CH3:7])=[O:4])[NH2:2].[C:10](Cl)(=[O:13])[CH2:11][CH3:12]. The catalyst is C(Cl)Cl. The product is [C:10]([NH:2][NH:1][C:3]([O:5][C:6]([CH3:9])([CH3:8])[CH3:7])=[O:4])(=[O:13])[CH2:11][CH3:12]. The yield is 0.470. (7) The reactants are [NH2:1][C:2]1[CH:3]=[CH:4][C:5]([O:18][CH3:19])=[C:6]([NH:8][C:9](=[O:17])[CH2:10][N:11]2[CH2:16][CH2:15][O:14][CH2:13][CH2:12]2)[CH:7]=1.[Cl:20][C:21]1[CH:29]=[CH:28][C:24]([C:25](O)=[O:26])=[CH:23][N:22]=1.C(N(C(C)C)CC)(C)C.O. The catalyst is CN(C=O)C. The product is [Cl:20][C:21]1[CH:29]=[CH:28][C:24]([C:25]([NH:1][C:2]2[CH:3]=[CH:4][C:5]([O:18][CH3:19])=[C:6]([NH:8][C:9](=[O:17])[CH2:10][N:11]3[CH2:16][CH2:15][O:14][CH2:13][CH2:12]3)[CH:7]=2)=[O:26])=[CH:23][N:22]=1. The yield is 0.740.